From a dataset of Peptide-MHC class II binding affinity with 134,281 pairs from IEDB. Regression. Given a peptide amino acid sequence and an MHC pseudo amino acid sequence, predict their binding affinity value. This is MHC class II binding data. (1) The peptide sequence is IIQGLKLMNSPEFHL. The MHC is DRB3_0101 with pseudo-sequence DRB3_0101. The binding affinity (normalized) is 0.257. (2) The peptide sequence is GLRTLWSPRERLVLT. The MHC is HLA-DQA10102-DQB10501 with pseudo-sequence HLA-DQA10102-DQB10501. The binding affinity (normalized) is 0.572. (3) The peptide sequence is FINISVVGPAL. The MHC is HLA-DQA10102-DQB10602 with pseudo-sequence HLA-DQA10102-DQB10602. The binding affinity (normalized) is 0.0997.